Dataset: TCR-epitope binding with 47,182 pairs between 192 epitopes and 23,139 TCRs. Task: Binary Classification. Given a T-cell receptor sequence (or CDR3 region) and an epitope sequence, predict whether binding occurs between them. (1) The epitope is LEPLVDLPI. The TCR CDR3 sequence is CASSAGTENTEAFF. Result: 0 (the TCR does not bind to the epitope). (2) The epitope is TPINLVRDL. The TCR CDR3 sequence is CASSLLAGGPFYEQFF. Result: 1 (the TCR binds to the epitope).